This data is from Peptide-MHC class I binding affinity with 185,985 pairs from IEDB/IMGT. The task is: Regression. Given a peptide amino acid sequence and an MHC pseudo amino acid sequence, predict their binding affinity value. This is MHC class I binding data. (1) The peptide sequence is IVFGIYKDNL. The MHC is HLA-A02:02 with pseudo-sequence HLA-A02:02. The binding affinity (normalized) is 0.517. (2) The peptide sequence is SFGAGTLAK. The MHC is HLA-A30:01 with pseudo-sequence HLA-A30:01. The binding affinity (normalized) is 0.728. (3) The peptide sequence is REGVFVFNG. The MHC is HLA-B44:02 with pseudo-sequence HLA-B44:02. The binding affinity (normalized) is 0.217. (4) The peptide sequence is VETKCPNLD. The MHC is HLA-B44:02 with pseudo-sequence HLA-B44:02. The binding affinity (normalized) is 0. (5) The peptide sequence is STTENAAYQV. The MHC is HLA-A02:01 with pseudo-sequence HLA-A02:01. The binding affinity (normalized) is 0.346. (6) The peptide sequence is EAEKQLQQY. The MHC is HLA-B15:01 with pseudo-sequence HLA-B15:01. The binding affinity (normalized) is 0.0847.